Dataset: NCI-60 drug combinations with 297,098 pairs across 59 cell lines. Task: Regression. Given two drug SMILES strings and cell line genomic features, predict the synergy score measuring deviation from expected non-interaction effect. Drug 1: CC1CCC2CC(C(=CC=CC=CC(CC(C(=O)C(C(C(=CC(C(=O)CC(OC(=O)C3CCCCN3C(=O)C(=O)C1(O2)O)C(C)CC4CCC(C(C4)OC)O)C)C)O)OC)C)C)C)OC. Drug 2: C1CN(CCN1C(=O)CCBr)C(=O)CCBr. Cell line: HOP-62. Synergy scores: CSS=29.1, Synergy_ZIP=-2.58, Synergy_Bliss=-2.10, Synergy_Loewe=-8.64, Synergy_HSA=-0.238.